From a dataset of Forward reaction prediction with 1.9M reactions from USPTO patents (1976-2016). Predict the product of the given reaction. (1) Given the reactants CCN(C(C)C)C(C)C.[NH2:10][C:11]1([C:17]([NH:19][C@H:20]([C:24]2[CH:29]=[CH:28][C:27]([Cl:30])=[CH:26][CH:25]=2)[CH2:21][CH2:22][OH:23])=[O:18])[CH2:16][CH2:15][NH:14][CH2:13][CH2:12]1.[Br:31][C:32]1[C:40]2[C:39](Cl)=[N:38][CH:37]=[N:36][C:35]=2[NH:34][CH:33]=1, predict the reaction product. The product is: [NH2:10][C:11]1([C:17]([NH:19][C@H:20]([C:24]2[CH:29]=[CH:28][C:27]([Cl:30])=[CH:26][CH:25]=2)[CH2:21][CH2:22][OH:23])=[O:18])[CH2:16][CH2:15][N:14]([C:39]2[C:40]3[C:32]([Br:31])=[CH:33][NH:34][C:35]=3[N:36]=[CH:37][N:38]=2)[CH2:13][CH2:12]1. (2) Given the reactants [CH3:1][C:2]1[CH:3]=[C:4]([NH:9][C:10]2[C:17]([N+:18]([O-])=O)=[CH:16][CH:15]=[CH:14][C:11]=2[C:12]#[N:13])[CH:5]=[C:6]([CH3:8])[CH:7]=1.[O-]S(S([O-])=O)=O.[Na+].[Na+].Cl.[CH3:30]CO, predict the reaction product. The product is: [CH3:1][C:2]1[CH:3]=[C:4]([N:9]2[C:10]3[C:11]([C:12]#[N:13])=[CH:14][CH:15]=[CH:16][C:17]=3[N:18]=[CH:30]2)[CH:5]=[C:6]([CH3:8])[CH:7]=1. (3) Given the reactants [CH2:1]([C:8]1[C:9](=[O:20])[NH:10][C:11](=[S:19])[NH:12][C:13]=1[CH:14]([O:17][CH3:18])[O:15][CH3:16])[C:2]1[CH:7]=[CH:6][CH:5]=[CH:4][CH:3]=1.C([O-])([O-])=O.[K+].[K+].Br[CH2:28][CH2:29]Br, predict the reaction product. The product is: [CH2:1]([C:8]1[C:9](=[O:20])[N:10]2[CH2:28][CH2:29][S:19][C:11]2=[N:12][C:13]=1[CH:14]([O:15][CH3:16])[O:17][CH3:18])[C:2]1[CH:7]=[CH:6][CH:5]=[CH:4][CH:3]=1.[CH2:1]([C:8]1[C:9](=[O:20])[N:10]=[C:11]2[S:19][CH2:29][CH2:28][N:12]2[C:13]=1[CH:14]([O:15][CH3:16])[O:17][CH3:18])[C:2]1[CH:7]=[CH:6][CH:5]=[CH:4][CH:3]=1.